From a dataset of Reaction yield outcomes from USPTO patents with 853,638 reactions. Predict the reaction yield, written as a fraction of the theoretical maximum amount of product (1.0 means a 100% yield; for example, 0.34 means a 34% yield). (1) The reactants are Br[C:2]1[CH:7]=[CH:6][C:5]([OH:8])=[C:4]([N+:9]([O-:11])=[O:10])[CH:3]=1.[CH3:12][N:13]1[CH:17]=[C:16](B2OC(C)(C)C(C)(C)O2)[CH:15]=[N:14]1.[F-].[Cs+]. The catalyst is O1CCOCC1.O.C(P(C(C)(C)C)C1C=CC(N(C)C)=CC=1)(C)(C)C.Cl[Pd]Cl. The product is [CH3:12][N:13]1[CH:17]=[C:16]([C:2]2[CH:7]=[CH:6][C:5]([OH:8])=[C:4]([N+:9]([O-:11])=[O:10])[CH:3]=2)[CH:15]=[N:14]1. The yield is 0.200. (2) The reactants are [H-].[Na+].[CH3:3][C:4]1([CH3:11])[O:8][CH:7]([CH2:9][OH:10])[CH2:6][O:5]1.Br[C:13]1[N:18]=[C:17]([C:19]([OH:21])=[O:20])[CH:16]=[CH:15][CH:14]=1.O. The catalyst is C1COCC1. The product is [CH3:3][C:4]1([CH3:11])[O:8][CH:7]([CH2:9][O:10][C:13]2[N:18]=[C:17]([C:19]([OH:21])=[O:20])[CH:16]=[CH:15][CH:14]=2)[CH2:6][O:5]1. The yield is 0.660. (3) The reactants are [C:1]([C:3]([C:6]1[S:7][CH:8]=[C:9]([C:11]([OH:13])=O)[N:10]=1)([CH3:5])[CH3:4])#[N:2].C(Cl)(=O)C(Cl)=O.O1CCCC1.[NH2:25][C:26]1[CH:27]=[CH:28][C:29]([O:48][CH3:49])=[C:30]([CH:47]=1)[O:31][C:32]1[CH:33]=[CH:34][C:35]2[N:36]([CH:38]=[C:39]([NH:41][C:42]([CH:44]3[CH2:46][CH2:45]3)=[O:43])[N:40]=2)[N:37]=1. The catalyst is CN(C)C=O.CN(C)C(=O)C. The product is [C:1]([C:3]([C:6]1[S:7][CH:8]=[C:9]([C:11]([NH:25][C:26]2[CH:27]=[CH:28][C:29]([O:48][CH3:49])=[C:30]([O:31][C:32]3[CH:33]=[CH:34][C:35]4[N:36]([CH:38]=[C:39]([NH:41][C:42]([CH:44]5[CH2:46][CH2:45]5)=[O:43])[N:40]=4)[N:37]=3)[CH:47]=2)=[O:13])[N:10]=1)([CH3:4])[CH3:5])#[N:2]. The yield is 0.780. (4) The reactants are [F:1][C:2]1[CH:7]=[C:6]([N+:8]([O-])=O)[CH:5]=[CH:4][C:3]=1[N:11]1[CH2:16][CH2:15][N:14]([C:17]2[CH:22]=[CH:21][C:20]([O:23][CH3:24])=[CH:19][CH:18]=2)[CH2:13][CH2:12]1.O.NN. The catalyst is [Pd].C(O)C. The product is [F:1][C:2]1[CH:7]=[C:6]([CH:5]=[CH:4][C:3]=1[N:11]1[CH2:16][CH2:15][N:14]([C:17]2[CH:22]=[CH:21][C:20]([O:23][CH3:24])=[CH:19][CH:18]=2)[CH2:13][CH2:12]1)[NH2:8]. The yield is 0.930. (5) The yield is 0.510. The product is [C:1]([C:13]1[CH:12]=[CH:11][C:10]([OH:14])=[CH:9][C:8]=1[F:7])([CH3:4])([CH3:3])[CH3:2]. The catalyst is C(Cl)Cl.[Cl-].[Cl-].[Cl-].[Cl-].[Zr+4]. The reactants are [C:1](OC)([CH3:4])([CH3:3])[CH3:2].[F:7][C:8]1[CH:9]=[C:10]([OH:14])[CH:11]=[CH:12][CH:13]=1. (6) The product is [CH2:9]([O:8][C:6]([C:5]1[C:4](=[O:21])[C:14]2[C:13](=[CH:18][CH:17]=[C:16]([O:19][CH3:20])[N:15]=2)[NH:12][CH:11]=1)=[O:7])[CH3:10]. The yield is 0.730. The catalyst is C1C=CC(C2C=CC=CC=2)=CC=1.C1C=CC(OC2C=CC=CC=2)=CC=1. The reactants are C(O[C:4](=[O:21])[C:5](=[CH:11][NH:12][C:13]1[CH:14]=[N:15][C:16]([O:19][CH3:20])=[CH:17][CH:18]=1)[C:6]([O:8][CH2:9][CH3:10])=[O:7])C. (7) The reactants are [C:1]([N:18]1[CH2:24][CH2:23][CH2:22][C@H:19]1[CH2:20][OH:21])([O:3][CH2:4][CH:5]1[C:17]2[C:12](=[CH:13][CH:14]=[CH:15][CH:16]=2)[C:11]2[C:6]1=[CH:7][CH:8]=[CH:9][CH:10]=2)=[O:2].NCCCC[OH:30].[OH:31]N1C2C=CC=CC=2N=N1.C1(N=C=NC2CCCCC2)CCCCC1. The catalyst is C(#N)C. The product is [C:1]([N-:18][OH:30])([O:3][CH2:4][CH:5]1[C:17]2[C:12](=[CH:13][CH:14]=[CH:15][CH:16]=2)[C:11]2[C:6]1=[CH:7][CH:8]=[CH:9][CH:10]=2)=[O:2].[NH:18]1[CH2:24][CH2:23][CH2:22][C@H:19]1[C:20]([OH:21])=[O:31]. The yield is 0.840.